From a dataset of Catalyst prediction with 721,799 reactions and 888 catalyst types from USPTO. Predict which catalyst facilitates the given reaction. Reactant: [I:1]N1C(=O)CCC1=O.[Cl:9][C:10]1[CH:15]=[C:14]([NH2:16])[CH:13]=[CH:12][N:11]=1. Product: [Cl:9][C:10]1[CH:15]=[C:14]([NH2:16])[C:13]([I:1])=[CH:12][N:11]=1. The catalyst class is: 10.